This data is from Experimentally validated miRNA-target interactions with 360,000+ pairs, plus equal number of negative samples. The task is: Binary Classification. Given a miRNA mature sequence and a target amino acid sequence, predict their likelihood of interaction. The miRNA is mmu-miR-590-5p with sequence GAGCUUAUUCAUAAAAGUGCAG. The protein sequence of the target gene is MFSKLTSILQHAVEALAPSLPLQEDFVYHWKAITHYYIETSDDKAPVTDTNIPSHLEQMLDILVQEENERESGETGPCMEYLLHHKILETLYTLGKADCPPGMKQQVLVFYTKLLGRIRQPLLPHINVHRPVQKLIRLCGEVLATPTENEEIQFLCIVCAKLKQDPYLVNFFLENKSKSLVSRGALSVISEDGPKGQDPGSGDVSQCQQPQELSGATGVEPTESEEEPPHQMDDLSASLDDLNVTSLPEASAVRPNQDYNLVNSLLNLTRSPDGRIAVKACEGLMLLVSLPEPAAAKCLA.... Result: 0 (no interaction).